Dataset: Catalyst prediction with 721,799 reactions and 888 catalyst types from USPTO. Task: Predict which catalyst facilitates the given reaction. Reactant: [CH2:1]([O:3][C:4]1[CH:9]=[CH:8][C:7]([C:10]#[CH:11])=[CH:6][CH:5]=1)[CH3:2].[Br:12][C:13]1[CH:18]=[CH:17][C:16](I)=[CH:15][CH:14]=1.C(NC(C)C)(C)C.CCOC(C)=O. Product: [Br:12][C:13]1[CH:18]=[CH:17][C:16]([C:11]#[C:10][C:7]2[CH:8]=[CH:9][C:4]([O:3][CH2:1][CH3:2])=[CH:5][CH:6]=2)=[CH:15][CH:14]=1. The catalyst class is: 356.